The task is: Regression/Classification. Given a drug SMILES string, predict its absorption, distribution, metabolism, or excretion properties. Task type varies by dataset: regression for continuous measurements (e.g., permeability, clearance, half-life) or binary classification for categorical outcomes (e.g., BBB penetration, CYP inhibition). Dataset: hlm.. This data is from Human liver microsome stability data. (1) The drug is CCc1c(N(CC)C2CCOCC2)cc2oc(C3CCN(C)CC3)cc2c1C(=O)NCc1c(C)cc(C)nc1O. The result is 0 (unstable in human liver microsomes). (2) The drug is O=S(=O)(c1ccc(Cl)c(Cl)c1)N1CCN(c2ccc(F)cc2C(F)(F)F)CC1. The result is 1 (stable in human liver microsomes). (3) The molecule is N#Cc1ccccc1Cn1c(N2CCC[C@@H](N)C2)nc2ccc(Cl)cc2c1=O. The result is 0 (unstable in human liver microsomes). (4) The drug is COc1ccc2c(c1)CC(c1nc(O)c3cc(-c4cn[nH]c4)cc(OCCN(C)C)c3n1)CO2. The result is 0 (unstable in human liver microsomes). (5) The molecule is Cc1cc(-c2nc(C)c([C@H](OC(C)(C)C)C(=O)O)c(-c3ccc4c(c3)CCCO4)c2C)ccc1Cl. The result is 0 (unstable in human liver microsomes). (6) The compound is C[C@@H]1CN(c2ccc(F)cc2C(F)(F)F)CCN1S(=O)(=O)c1ccc(N2CCC(C(N)=O)CC2)cc1Cl. The result is 0 (unstable in human liver microsomes).